This data is from Reaction yield outcomes from USPTO patents with 853,638 reactions. The task is: Predict the reaction yield, written as a fraction of the theoretical maximum amount of product (1.0 means a 100% yield; for example, 0.34 means a 34% yield). (1) The reactants are [H-].[Na+].Cl.[Cl:4][C:5]1[CH:6]=[C:7]2[C:11](=[CH:12][CH:13]=1)[NH:10][C:9]([C:14]1[CH:19]=[CH:18][C:17]([Cl:20])=[CH:16][CH:15]=1)=[C:8]2[CH2:21][CH2:22][CH2:23][N:24]1[CH2:29][CH2:28][C:27]([CH2:31][C:32]2[CH:37]=[CH:36][CH:35]=[CH:34][CH:33]=2)([OH:30])[CH2:26][CH2:25]1.[C:38](OC(=O)C)(=[O:40])[CH3:39].C(=O)([O-])O.[Na+]. The catalyst is O1CCCC1.O. The product is [C:38]([N:10]1[C:11]2[C:7](=[CH:6][C:5]([Cl:4])=[CH:13][CH:12]=2)[C:8]([CH2:21][CH2:22][CH2:23][N:24]2[CH2:29][CH2:28][C:27]([CH2:31][C:32]3[CH:33]=[CH:34][CH:35]=[CH:36][CH:37]=3)([OH:30])[CH2:26][CH2:25]2)=[C:9]1[C:14]1[CH:19]=[CH:18][C:17]([Cl:20])=[CH:16][CH:15]=1)(=[O:40])[CH3:39]. The yield is 0.700. (2) The reactants are [CH3:1][C:2]1[CH:8]=[CH:7][CH:6]=[C:5]([CH3:9])[C:3]=1[NH2:4].O.[F:11][C:12]([F:20])([F:19])[C:13]([C:15]([F:18])([F:17])[F:16])=[O:14].[OH-].[Na+]. The catalyst is O.C1(C)C=CC(S(O)(=O)=O)=CC=1.C(OCC)(=O)C. The product is [CH3:1][C:2]1[CH:8]=[C:7]([C:13]([OH:14])([C:15]([F:18])([F:17])[F:16])[C:12]([F:20])([F:19])[F:11])[CH:6]=[C:5]([CH3:9])[C:3]=1[NH2:4]. The yield is 0.690. (3) The reactants are [Br:1][C:2]1[CH:3]=[C:4]([N:13]([CH:19]2[CH2:24][CH2:23][O:22][CH2:21][CH2:20]2)[CH2:14][C:15]([F:18])([F:17])[F:16])[C:5]([CH3:12])=[C:6]([CH:11]=1)[C:7](OC)=[O:8].CN(C(ON1N=NC2C=CC=NC1=2)=[N+](C)C)C.F[P-](F)(F)(F)(F)F.CCN(C(C)C)C(C)C.[NH2:58][CH2:59][C:60]1[C:61](=[O:68])[NH:62][C:63]([CH3:67])=[CH:64][C:65]=1[CH3:66]. The catalyst is CN(C=O)C. The product is [Br:1][C:2]1[CH:3]=[C:4]([N:13]([CH:19]2[CH2:20][CH2:21][O:22][CH2:23][CH2:24]2)[CH2:14][C:15]([F:16])([F:17])[F:18])[C:5]([CH3:12])=[C:6]([CH:11]=1)[C:7]([NH:58][CH2:59][C:60]1[C:61](=[O:68])[NH:62][C:63]([CH3:67])=[CH:64][C:65]=1[CH3:66])=[O:8]. The yield is 0.740. (4) The reactants are [O:1]=[C:2]([CH2:8][CH2:9][CH2:10][CH2:11][CH2:12][CH2:13][CH2:14][CH2:15][CH2:16][CH2:17][CH3:18])[CH2:3][C:4]([O:6]C)=[O:5].Cl.[CH:20]1([NH:26][CH:27]2[CH2:32][CH2:31][CH2:30][CH2:29][CH2:28]2)[CH2:25][CH2:24][CH2:23][CH2:22][CH2:21]1. The catalyst is CO. The product is [OH:1][C@H:2]([CH2:8][CH2:9][CH2:10][CH2:11][CH2:12][CH2:13][CH2:14][CH2:15][CH2:16][CH2:17][CH3:18])[CH2:3][C:4]([O-:6])=[O:5].[CH:27]1([NH2+:26][CH:20]2[CH2:21][CH2:22][CH2:23][CH2:24][CH2:25]2)[CH2:28][CH2:29][CH2:30][CH2:31][CH2:32]1. The yield is 0.910. (5) The reactants are Cl.[S:2]1[C:10]2[CH2:9][CH2:8][NH:7][CH2:6][C:5]=2[CH:4]=[C:3]1[CH:11]=[O:12].[C:13](Cl)(=[O:15])[CH3:14]. The catalyst is C(Cl)Cl. The product is [C:13]([N:7]1[CH2:8][CH2:9][C:10]2[S:2][C:3]([CH:11]=[O:12])=[CH:4][C:5]=2[CH2:6]1)(=[O:15])[CH3:14]. The yield is 0.714. (6) The reactants are [Br:1][C:2]1[CH:7]=[CH:6][C:5]([OH:8])=[CH:4][CH:3]=1.Cl[CH2:10][CH2:11][N:12]1[CH2:17][CH2:16][O:15][CH2:14][CH2:13]1.Cl.C([O-])([O-])=O.[K+].[K+]. The catalyst is C(#N)C.CCOCC. The product is [Br:1][C:2]1[CH:7]=[CH:6][C:5]([O:8][CH2:10][CH2:11][N:12]2[CH2:17][CH2:16][O:15][CH2:14][CH2:13]2)=[CH:4][CH:3]=1. The yield is 1.00. (7) The reactants are [C:1]([O:5][C:6]([N:8]1[CH2:12][C@H:11]([S:13][CH2:14][C:15]2[CH:20]=[CH:19][C:18]([O:21][CH3:22])=[CH:17][CH:16]=2)[CH2:10][C@H:9]1[C:23]([OH:25])=O)=[O:7])([CH3:4])([CH3:3])[CH3:2].CN1CCOCC1.ON1C2C=CC=CC=2N=N1.CCN=C=NCCCN(C)C.Cl.[CH3:55][NH:56][O:57][CH3:58]. The catalyst is C(Cl)Cl. The product is [C:1]([O:5][C:6]([N:8]1[CH2:12][C@H:11]([S:13][CH2:14][C:15]2[CH:20]=[CH:19][C:18]([O:21][CH3:22])=[CH:17][CH:16]=2)[CH2:10][C@H:9]1[C:23](=[O:25])[N:56]([O:57][CH3:58])[CH3:55])=[O:7])([CH3:4])([CH3:3])[CH3:2]. The yield is 0.620. (8) The reactants are [F:1][C:2]([CH3:20])([CH3:19])[CH2:3][N:4]1[CH2:9][CH2:8][CH:7]([CH2:10][O:11][C:12]2[CH:17]=[N:16][C:15](I)=[CH:14][N:13]=2)[CH2:6][CH2:5]1.[CH2:21]([O:23][C:24]([C:26]1[CH:31]=[CH:30][C:29](B(O)O)=[CH:28][C:27]=1[F:35])=[O:25])[CH3:22].C([O-])([O-])=O.[Cs+].[Cs+].COCCOC. The catalyst is C1C=CC(P(C2C=CC=CC=2)[C-]2C=CC=C2)=CC=1.C1C=CC(P(C2C=CC=CC=2)[C-]2C=CC=C2)=CC=1.Cl[Pd]Cl.[Fe+2].O. The product is [F:35][C:27]1[CH:28]=[C:29]([C:15]2[CH:14]=[N:13][C:12]([O:11][CH2:10][CH:7]3[CH2:8][CH2:9][N:4]([CH2:3][C:2]([F:1])([CH3:20])[CH3:19])[CH2:5][CH2:6]3)=[CH:17][N:16]=2)[CH:30]=[CH:31][C:26]=1[C:24]([O:23][CH2:21][CH3:22])=[O:25]. The yield is 0.580. (9) The reactants are [Cl:1][CH2:2][C:3](Cl)=[O:4].[NH:6]1[CH2:11][CH2:10][O:9][CH2:8][CH2:7]1.C(N(CC)CC)C. The catalyst is ClCCl. The product is [Cl:1][CH2:2][C:3]([N:6]1[CH2:11][CH2:10][O:9][CH2:8][CH2:7]1)=[O:4]. The yield is 0.960. (10) The reactants are [I-].[CH2:2]([O:4][CH:5]([O:13][CH2:14][CH3:15])[C:6]1[CH:11]=[CH:10][N+:9]([CH3:12])=[CH:8][CH:7]=1)[CH3:3].[OH-:16].[K+].C1(C)C=CC=CC=1. The catalyst is O.[Fe-3](C#N)(C#N)(C#N)(C#N)(C#N)C#N.[K+].[K+].[K+]. The product is [CH3:12][N:9]1[CH:8]=[CH:7][C:6]([CH:5]([O:4][CH2:2][CH3:3])[O:13][CH2:14][CH3:15])=[CH:11][C:10]1=[O:16]. The yield is 0.530.